From a dataset of Peptide-MHC class II binding affinity with 134,281 pairs from IEDB. Regression. Given a peptide amino acid sequence and an MHC pseudo amino acid sequence, predict their binding affinity value. This is MHC class II binding data. (1) The peptide sequence is IGGPVSSHNHIPGYK. The MHC is DRB1_0404 with pseudo-sequence DRB1_0404. The binding affinity (normalized) is 0.260. (2) The peptide sequence is AFKVAATAANASPAN. The MHC is HLA-DPA10201-DPB11401 with pseudo-sequence HLA-DPA10201-DPB11401. The binding affinity (normalized) is 0.726.